This data is from NCI-60 drug combinations with 297,098 pairs across 59 cell lines. The task is: Regression. Given two drug SMILES strings and cell line genomic features, predict the synergy score measuring deviation from expected non-interaction effect. (1) Drug 1: C1CCN(CC1)CCOC2=CC=C(C=C2)C(=O)C3=C(SC4=C3C=CC(=C4)O)C5=CC=C(C=C5)O. Drug 2: C1CC(=O)NC(=O)C1N2CC3=C(C2=O)C=CC=C3N. Cell line: SK-OV-3. Synergy scores: CSS=-0.0645, Synergy_ZIP=-0.387, Synergy_Bliss=-0.651, Synergy_Loewe=-1.16, Synergy_HSA=-0.892. (2) Drug 1: CC1C(C(CC(O1)OC2CC(CC3=C2C(=C4C(=C3O)C(=O)C5=C(C4=O)C(=CC=C5)OC)O)(C(=O)CO)O)N)O.Cl. Drug 2: CN(CCCl)CCCl.Cl. Cell line: SF-539. Synergy scores: CSS=22.0, Synergy_ZIP=4.46, Synergy_Bliss=6.16, Synergy_Loewe=-3.70, Synergy_HSA=5.02. (3) Drug 1: C1=C(C(=O)NC(=O)N1)N(CCCl)CCCl. Drug 2: C(CC(=O)O)C(=O)CN.Cl. Cell line: UACC62. Synergy scores: CSS=14.2, Synergy_ZIP=-7.32, Synergy_Bliss=-7.07, Synergy_Loewe=-13.2, Synergy_HSA=-5.44.